This data is from Full USPTO retrosynthesis dataset with 1.9M reactions from patents (1976-2016). The task is: Predict the reactants needed to synthesize the given product. (1) Given the product [Cl:22][C:17]1[CH:16]=[C:15]([NH:14][C:5]2[C:4]3[C:9](=[CH:10][CH:11]=[C:2]([NH:1][CH2:23][C:25]4[N:26]([CH3:39])[C:27]5[C:32]([CH:33]=4)=[CH:31][CH:30]=[C:29]([C:34]([N:36]([CH3:38])[CH3:37])=[O:35])[CH:28]=5)[CH:3]=3)[N:8]=[CH:7][C:6]=2[C:12]#[N:13])[CH:20]=[CH:19][C:18]=1[F:21], predict the reactants needed to synthesize it. The reactants are: [NH2:1][C:2]1[CH:3]=[C:4]2[C:9](=[CH:10][CH:11]=1)[N:8]=[CH:7][C:6]([C:12]#[N:13])=[C:5]2[NH:14][C:15]1[CH:20]=[CH:19][C:18]([F:21])=[C:17]([Cl:22])[CH:16]=1.[CH:23]([C:25]1[N:26]([CH3:39])[C:27]2[C:32]([CH:33]=1)=[CH:31][CH:30]=[C:29]([C:34]([N:36]([CH3:38])[CH3:37])=[O:35])[CH:28]=2)=O.[BH3-]C#N.[Na+]. (2) Given the product [CH3:14][O:13][C:3]1[CH:2]=[C:11]2[C:6]([C:7](=[O:12])[CH:8]=[CH:9][NH:10]2)=[CH:5][N:4]=1, predict the reactants needed to synthesize it. The reactants are: Br[C:2]1[C:3]([O:13][CH3:14])=[N:4][CH:5]=[C:6]2[C:11]=1[NH:10][CH:9]=[CH:8][C:7]2=[O:12].C([O-])=O.[NH4+]. (3) Given the product [NH2:7][C@@H:8]([C@@H:9]([CH3:12])[CH2:10][CH3:11])[CH2:13][N:14]([C:26]1[CH:31]=[CH:30][C:29]([C:32]2[CH:33]=[CH:34][C:35]([O:38][CH:39]([CH3:40])[CH3:41])=[CH:36][CH:37]=2)=[CH:28][CH:27]=1)[C:15]([C@@H:17]1[CH2:19][C@H:18]1[C:20]1[CH:25]=[CH:24][CH:23]=[CH:22][N:21]=1)=[O:16], predict the reactants needed to synthesize it. The reactants are: C(OC(=O)[NH:7][C@H:8]([CH2:13][N:14]([C:26]1[CH:31]=[CH:30][C:29]([C:32]2[CH:37]=[CH:36][C:35]([O:38][CH:39]([CH3:41])[CH3:40])=[CH:34][CH:33]=2)=[CH:28][CH:27]=1)[C:15]([CH:17]1[CH2:19][CH:18]1[C:20]1[CH:25]=[CH:24][CH:23]=[CH:22][N:21]=1)=[O:16])[C@@H:9]([CH3:12])[CH2:10][CH3:11])(C)(C)C.ClCCl.Cl. (4) Given the product [C:51]([NH:8][CH2:9][C@H:10]1[C@H:15]([C:16]2[CH:17]=[CH:18][C:19]([O:22][CH3:23])=[CH:20][CH:21]=2)[C@@H:14]([O:24][CH2:25][C:26]2[CH:27]=[CH:28][C:29]3[O:34][CH2:33][CH2:32][N:31]([CH2:35][CH2:36][CH2:37][O:38][CH3:39])[C:30]=3[CH:40]=2)[CH2:13][N:12]([C:41]([O:43][CH2:44][C:45]2[CH:46]=[CH:47][CH:48]=[CH:49][CH:50]=2)=[O:42])[CH2:11]1)(=[O:53])[CH3:52], predict the reactants needed to synthesize it. The reactants are: C(N(CC)CC)C.[NH2:8][CH2:9][C@H:10]1[C@H:15]([C:16]2[CH:21]=[CH:20][C:19]([O:22][CH3:23])=[CH:18][CH:17]=2)[C@@H:14]([O:24][CH2:25][C:26]2[CH:27]=[CH:28][C:29]3[O:34][CH2:33][CH2:32][N:31]([CH2:35][CH2:36][CH2:37][O:38][CH3:39])[C:30]=3[CH:40]=2)[CH2:13][N:12]([C:41]([O:43][CH2:44][C:45]2[CH:50]=[CH:49][CH:48]=[CH:47][CH:46]=2)=[O:42])[CH2:11]1.[C:51](Cl)(=[O:53])[CH3:52].C(=O)(O)[O-].[Na+]. (5) Given the product [ClH:26].[CH3:1][C:2]1[N:3]=[C:4]2[C:9]([NH:10][CH2:11][C:12]3[C:13]([CH3:19])=[CH:14][CH:15]=[CH:16][C:17]=3[CH3:18])=[CH:8][C:7]([CH2:20][O:21][CH3:28])=[CH:6][N:5]2[C:22]=1[CH3:23], predict the reactants needed to synthesize it. The reactants are: [CH3:1][C:2]1[N:3]=[C:4]2[C:9]([NH:10][CH2:11][C:12]3[C:17]([CH3:18])=[CH:16][CH:15]=[CH:14][C:13]=3[CH3:19])=[CH:8][C:7]([CH2:20][OH:21])=[CH:6][N:5]2[C:22]=1[CH3:23].S(Cl)([Cl:26])=O.[C:28](=O)(O)[O-]. (6) Given the product [C:66]([O:70][C:71]([N:73]1[CH2:77][C@@H:76]([OH:78])[C@H:75]([NH:79][C:26](=[O:27])[C:25]2[CH:29]=[CH:30][C:22]([NH:21][C:19]3[N:18]=[CH:17][C:8]4[N:9]([CH3:16])[C:10](=[O:15])[C:11]([F:13])([F:14])[CH2:12][N:6]([CH:1]5[CH2:5][CH2:4][CH2:3][CH2:2]5)[C:7]=4[N:20]=3)=[C:23]([O:31][CH3:32])[CH:24]=2)[CH2:74]1)=[O:72])([CH3:69])([CH3:67])[CH3:68], predict the reactants needed to synthesize it. The reactants are: [CH:1]1([N:6]2[CH2:12][C:11]([F:14])([F:13])[C:10](=[O:15])[N:9]([CH3:16])[C:8]3[CH:17]=[N:18][C:19]([NH:21][C:22]4[CH:30]=[CH:29][C:25]([C:26](O)=[O:27])=[CH:24][C:23]=4[O:31][CH3:32])=[N:20][C:7]2=3)[CH2:5][CH2:4][CH2:3][CH2:2]1.F[P-](F)(F)(F)(F)F.CN(C(N(C)C)=[N+]1C2C(=NC=CC=2)[N+]([O-])=N1)C.C(N(C(C)C)C(C)C)C.[C:66]([O:70][C:71]([N:73]1[CH2:77][C@@H:76]([OH:78])[C@H:75]([NH2:79])[CH2:74]1)=[O:72])([CH3:69])([CH3:68])[CH3:67].